Task: Predict the reactants needed to synthesize the given product.. Dataset: Full USPTO retrosynthesis dataset with 1.9M reactions from patents (1976-2016) (1) The reactants are: [Li]CCCC.Br[C:7]1[N:8]([CH2:14][O:15][CH2:16][CH2:17][Si:18]([CH3:21])([CH3:20])[CH3:19])[C:9]([Cl:13])=[C:10]([Cl:12])[N:11]=1.[CH2:22]=[O:23]. Given the product [Cl:12][C:10]1[N:11]=[C:7]([CH2:22][OH:23])[N:8]([CH2:14][O:15][CH2:16][CH2:17][Si:18]([CH3:21])([CH3:20])[CH3:19])[C:9]=1[Cl:13], predict the reactants needed to synthesize it. (2) The reactants are: [CH2:1]1[O:8][C:6](=[O:7])[CH2:5][O:4][C:2]1=[O:3].N(CCO)(CCO)[CH2:10][CH2:11]O. Given the product [C:6]1(=[O:7])[O:8][CH2:1][CH2:2][CH2:11][CH2:10][CH2:5]1.[CH2:1]1[O:8][C:6](=[O:7])[CH2:5][O:4][C:2]1=[O:3], predict the reactants needed to synthesize it. (3) Given the product [CH3:1][N:2]1[CH:6]=[C:5]([NH:7][C:8]([O:10][CH2:11][CH2:12][S:13][C:14]2[CH:15]=[CH:16][C:17]([C:20]([F:23])([F:21])[F:22])=[CH:18][CH:19]=2)=[O:9])[CH:4]=[C:3]1[C:24]([OH:26])=[O:25], predict the reactants needed to synthesize it. The reactants are: [CH3:1][N:2]1[CH:6]=[C:5]([NH:7][C:8]([O:10][CH2:11][CH2:12][S:13][C:14]2[CH:19]=[CH:18][C:17]([C:20]([F:23])([F:22])[F:21])=[CH:16][CH:15]=2)=[O:9])[CH:4]=[C:3]1[C:24]([O:26]C)=[O:25].[Li+].[OH-].Cl. (4) Given the product [Cl:30][C:27]1[CH:26]=[CH:25][C:24]([NH:23][C:21]([CH:4]2[CH2:3][CH:2]([NH:1][C:38](=[O:41])[CH2:39][CH3:40])[CH2:7][N:6]([C:8](=[O:20])[C:9]3[CH:14]=[CH:13][CH:12]=[C:11]([C:15]4[O:16][CH:17]=[CH:18][CH:19]=4)[CH:10]=3)[CH2:5]2)=[O:22])=[CH:29][CH:28]=1, predict the reactants needed to synthesize it. The reactants are: [NH2:1][CH:2]1[CH2:7][N:6]([C:8](=[O:20])[C:9]2[CH:14]=[CH:13][CH:12]=[C:11]([C:15]3[O:16][CH:17]=[CH:18][CH:19]=3)[CH:10]=2)[CH2:5][CH:4]([C:21]([NH:23][C:24]2[CH:29]=[CH:28][C:27]([Cl:30])=[CH:26][CH:25]=2)=[O:22])[CH2:3]1.C(N(CC)CC)C.[C:38](Cl)(=[O:41])[CH2:39][CH3:40].